The task is: Predict the reaction yield, written as a fraction of the theoretical maximum amount of product (1.0 means a 100% yield; for example, 0.34 means a 34% yield).. This data is from Reaction yield outcomes from USPTO patents with 853,638 reactions. (1) The reactants are [CH2:1](N(CC)CC)[CH3:2].C[Si](C#C)(C)C.[F-].[CH2:28]([N+]([CH2:28][CH2:29][CH2:30][CH3:31])([CH2:28][CH2:29][CH2:30][CH3:31])[CH2:28][CH2:29][CH2:30][CH3:31])[CH2:29][CH2:30][CH3:31].[O:32]1[CH2:36][CH2:35]C[CH2:33]1.Br[C:38]1[CH:39]=[N:40][CH:41]=[C:42]([Br:44])[CH:43]=1. The product is [Br:44][C:42]1[CH:41]=[N:40][CH:39]=[C:38]([C:1]#[C:2][C:31]2[CH:30]=[CH:29][CH:28]=[C:36]([O:32][CH3:33])[CH:35]=2)[CH:43]=1. The yield is 0.440. The catalyst is C1(C=CC=CC=1)[P](C1C=CC=CC=1)(C1C=CC=CC=1)[Pd][P](C1C=CC=CC=1)(C1C=CC=CC=1)C1C=CC=CC=1.[Cu]I. (2) The reactants are Cl.CN(C)CCCN=C=NCC.O.ON1C2C=CC=CC=2N=N1.[C:24]([O:28][C:29]([N:31]1[C@H:35]([C:36]([OH:38])=O)[CH2:34][O:33][C:32]1([CH3:40])[CH3:39])=[O:30])([CH3:27])([CH3:26])[CH3:25].[NH:41]1[CH2:46][CH2:45][O:44][CH2:43][CH2:42]1. The catalyst is CN(C)C=O. The product is [CH3:39][C:32]1([CH3:40])[N:31]([C:29]([O:28][C:24]([CH3:25])([CH3:26])[CH3:27])=[O:30])[C@H:35]([C:36]([N:41]2[CH2:46][CH2:45][O:44][CH2:43][CH2:42]2)=[O:38])[CH2:34][O:33]1. The yield is 0.900.